From a dataset of Full USPTO retrosynthesis dataset with 1.9M reactions from patents (1976-2016). Predict the reactants needed to synthesize the given product. (1) Given the product [N:1]1[CH:6]=[CH:5][CH:4]=[CH:3][C:2]=1[NH:7][C:8]([NH:13][CH2:14][CH2:15][CH2:16][NH:17][C:18](=[O:24])[O:19][C:20]([CH3:22])([CH3:21])[CH3:23])=[S:12], predict the reactants needed to synthesize it. The reactants are: [N:1]1[CH:6]=[CH:5][CH:4]=[CH:3][C:2]=1[NH:7][C:8](=[S:12])SCC.[NH2:13][CH2:14][CH2:15][CH2:16][NH:17][C:18](=[O:24])[O:19][C:20]([CH3:23])([CH3:22])[CH3:21]. (2) Given the product [NH2:32][C:2]1[S:10][C:9]2[C:8]([C:11]([C:13]3[S:14][CH:15]=[CH:16][CH:17]=3)=[O:12])=[N:7][C:6]([NH:18][CH2:19][C:20]3[CH:21]=[N:22][CH:23]=[CH:24][CH:25]=3)=[N:5][C:4]=2[CH:3]=1, predict the reactants needed to synthesize it. The reactants are: Cl[C:2]1[S:10][C:9]2[C:8]([C:11]([C:13]3[S:14][CH:15]=[CH:16][CH:17]=3)=[O:12])=[N:7][C:6]([NH:18][CH2:19][C:20]3[CH:21]=[N:22][CH:23]=[CH:24][CH:25]=3)=[N:5][C:4]=2[CH:3]=1.COC1C=C(C=CC=1OC)C[NH2:32]. (3) The reactants are: [OH:1][CH2:2][CH:3]([O:8][CH3:9])[C:4]([NH:6][CH3:7])=[O:5].CCN(C(C)C)C(C)C.[CH3:19][S:20](Cl)(=[O:22])=[O:21]. Given the product [CH3:19][S:20]([O:1][CH2:2][CH:3]([O:8][CH3:9])[C:4]([NH:6][CH3:7])=[O:5])(=[O:22])=[O:21], predict the reactants needed to synthesize it. (4) Given the product [C:18]([O:17][C:16](=[O:22])[NH:15][C:13]1[CH:14]=[C:9]([O:8][C:5]2[N:6]=[C:7]3[S:24][C:25]([NH2:26])=[N:1][C:2]3=[CH:3][CH:4]=2)[CH:10]=[CH:11][C:12]=1[F:23])([CH3:19])([CH3:20])[CH3:21], predict the reactants needed to synthesize it. The reactants are: [NH2:1][C:2]1[CH:3]=[CH:4][C:5]([O:8][C:9]2[CH:10]=[CH:11][C:12]([F:23])=[C:13]([NH:15][C:16](=[O:22])[O:17][C:18]([CH3:21])([CH3:20])[CH3:19])[CH:14]=2)=[N:6][CH:7]=1.[S-:24][C:25]#[N:26].[K+].BrBr. (5) Given the product [Cl:15][C:4]1[CH:3]=[C:2]([C:18]2[CH:19]=[CH:20][CH:21]=[CH:22][C:17]=2[Cl:16])[CH:14]=[CH:13][C:5]=1[O:6][CH2:7][C:8]([O:10][CH2:11][CH3:12])=[O:9], predict the reactants needed to synthesize it. The reactants are: Br[C:2]1[CH:14]=[CH:13][C:5]([O:6][CH2:7][C:8]([O:10][CH2:11][CH3:12])=[O:9])=[C:4]([Cl:15])[CH:3]=1.[Cl:16][C:17]1[CH:22]=[CH:21][CH:20]=[CH:19][C:18]=1OB(O)O. (6) Given the product [Cl:1][C:2]1[N:10]=[C:9]2[C:5]([N:6]=[C:7]([CH2:12][CH2:13][N:30]3[CH2:29][CH2:28][N:27]([CH:24]4[CH2:25][CH2:26][O:21][CH2:22][CH2:23]4)[CH2:32][CH2:31]3)[N:8]2[CH3:11])=[C:4]([N:15]2[CH2:20][CH2:19][O:18][CH2:17][CH2:16]2)[N:3]=1, predict the reactants needed to synthesize it. The reactants are: [Cl:1][C:2]1[N:10]=[C:9]2[C:5]([N:6]=[C:7]([CH2:12][CH:13]=O)[N:8]2[CH3:11])=[C:4]([N:15]2[CH2:20][CH2:19][O:18][CH2:17][CH2:16]2)[N:3]=1.[O:21]1[CH2:26][CH2:25][CH:24]([N:27]2[CH2:32][CH2:31][NH:30][CH2:29][CH2:28]2)[CH2:23][CH2:22]1.C(O[BH-](OC(=O)C)OC(=O)C)(=O)C.[Na+]. (7) Given the product [CH3:1][O:3][C:4](=[O:14])[C:5]1[CH:10]=[C:9]([Cl:11])[C:8]([O:12][CH2:24][CH:25]2[CH2:27][CH2:26]2)=[C:7]([Cl:13])[CH:6]=1, predict the reactants needed to synthesize it. The reactants are: [CH2:1]([O:3][C:4](=[O:14])[C:5]1[CH:10]=[C:9]([Cl:11])[C:8]([OH:12])=[C:7]([Cl:13])[CH:6]=1)C.[Na+].[I-].C([O-])([O-])=O.[K+].[K+].Br[CH2:24][CH:25]1[CH2:27][CH2:26]1.